Dataset: Catalyst prediction with 721,799 reactions and 888 catalyst types from USPTO. Task: Predict which catalyst facilitates the given reaction. Reactant: [C:1]([N:8]1[CH2:12][CH2:11][C@H:10]([N:13]([CH:22]2[CH2:27][CH2:26][C:25]([CH3:29])([CH3:28])[CH2:24][CH2:23]2)[C:14](=[O:21])[C:15]([CH3:20])([CH3:19])[CH:16]([OH:18])[CH3:17])[CH2:9]1)([O:3][C:4]([CH3:7])([CH3:6])[CH3:5])=[O:2].CC(OI1(OC(C)=O)(OC(C)=O)OC(=O)C2C=CC=CC1=2)=O. Product: [C:1]([N:8]1[CH2:12][CH2:11][C@H:10]([N:13]([CH:22]2[CH2:27][CH2:26][C:25]([CH3:29])([CH3:28])[CH2:24][CH2:23]2)[C:14](=[O:21])[C:15]([CH3:19])([CH3:20])[C:16](=[O:18])[CH3:17])[CH2:9]1)([O:3][C:4]([CH3:5])([CH3:6])[CH3:7])=[O:2]. The catalyst class is: 2.